From a dataset of Peptide-MHC class I binding affinity with 185,985 pairs from IEDB/IMGT. Regression. Given a peptide amino acid sequence and an MHC pseudo amino acid sequence, predict their binding affinity value. This is MHC class I binding data. The peptide sequence is KTGESSRCY. The MHC is HLA-A32:01 with pseudo-sequence HLA-A32:01. The binding affinity (normalized) is 0.